From a dataset of Full USPTO retrosynthesis dataset with 1.9M reactions from patents (1976-2016). Predict the reactants needed to synthesize the given product. (1) Given the product [Br:1][C:6]1[C:5]([CH3:14])=[CH:4][C:3]([OH:2])=[C:12]2[C:7]=1[CH:8]=[CH:9][C:10](=[O:13])[NH:11]2, predict the reactants needed to synthesize it. The reactants are: [BrH:1].[OH:2][C:3]1[CH:4]=[C:5]([CH3:14])[CH:6]=[C:7]2[C:12]=1[NH:11][C:10](=[O:13])[CH:9]=[CH:8]2. (2) Given the product [CH3:1][O:2][C:3]1[CH:4]=[C:5]2[C:10](=[CH:11][C:12]=1[O:13][CH3:14])[N:9]=[CH:8][N:7]=[C:6]2[O:15][C:16]1[CH:21]=[CH:20][C:19]([O:22][CH2:27][CH2:26][N:28]([CH2:32][CH3:33])[CH2:29][CH3:30])=[CH:18][CH:17]=1, predict the reactants needed to synthesize it. The reactants are: [CH3:1][O:2][C:3]1[CH:4]=[C:5]2[C:10](=[CH:11][C:12]=1[O:13][CH3:14])[N:9]=[CH:8][N:7]=[C:6]2[O:15][C:16]1[CH:21]=[CH:20][C:19]([OH:22])=[CH:18][CH:17]=1.[H-].[Na+].Br.[CH2:26]([N:28]([CH2:32][CH3:33])[CH2:29][CH2:30]Br)[CH3:27].C(=O)([O-])O.[Na+].